Dataset: Forward reaction prediction with 1.9M reactions from USPTO patents (1976-2016). Task: Predict the product of the given reaction. (1) Given the reactants Cl.Cl.[N:3]1([NH:9][C:10]([C:12]2[CH:13]=[N:14][C:15]([C:18]3[CH:23]=[CH:22][CH:21]=[CH:20][CH:19]=3)=[N:16][CH:17]=2)=[O:11])[CH2:8][CH2:7][NH:6][CH2:5][CH2:4]1.[C:24](Cl)(=[O:26])[CH3:25].CCN(CC)CC, predict the reaction product. The product is: [C:24]([N:6]1[CH2:5][CH2:4][N:3]([NH:9][C:10]([C:12]2[CH:17]=[N:16][C:15]([C:18]3[CH:19]=[CH:20][CH:21]=[CH:22][CH:23]=3)=[N:14][CH:13]=2)=[O:11])[CH2:8][CH2:7]1)(=[O:26])[CH3:25]. (2) The product is: [Cl:1][C:2]1[CH:7]=[CH:6][C:5]([O:8][C:9]2[CH:14]=[CH:13][CH:12]=[C:11]([S:15]([CH2:18][CH2:19][CH2:20][S:41]([CH3:45])(=[O:43])=[O:40])(=[O:17])=[O:16])[CH:10]=2)=[CH:4][C:3]=1[C:22]1[C:31]2[C:26](=[C:27]([C:32]([F:35])([F:34])[F:33])[CH:28]=[CH:29][CH:30]=2)[N:25]=[CH:24][N:23]=1. Given the reactants [Cl:1][C:2]1[CH:7]=[CH:6][C:5]([O:8][C:9]2[CH:14]=[CH:13][CH:12]=[C:11]([S:15]([CH2:18][CH2:19][CH2:20]I)(=[O:17])=[O:16])[CH:10]=2)=[CH:4][C:3]=1[C:22]1[C:31]2[C:26](=[C:27]([C:32]([F:35])([F:34])[F:33])[CH:28]=[CH:29][CH:30]=2)[N:25]=[CH:24][N:23]=1.C[S-].[Na+].O[O:40][S:41]([O-:43])=O.[K+].[C:45]([O-])(O)=O.[Na+], predict the reaction product. (3) Given the reactants [CH2:1]([O:3][C:4]1[CH:9]=[CH:8][C:7]([S:10](Cl)(=[O:12])=[O:11])=[CH:6][C:5]=1[C:14]1[NH:19][C:18](=[O:20])[C:17]2=[C:21]([CH3:27])[N:22]=[C:23]([CH2:24][CH2:25][CH3:26])[N:16]2[N:15]=1)[CH3:2].[NH:28]1[CH2:33][CH2:32][NH:31][CH2:30][CH2:29]1, predict the reaction product. The product is: [CH2:1]([O:3][C:4]1[CH:9]=[CH:8][C:7]([S:10]([N:28]2[CH2:33][CH2:32][NH:31][CH2:30][CH2:29]2)(=[O:12])=[O:11])=[CH:6][C:5]=1[C:14]1[NH:19][C:18](=[O:20])[C:17]2=[C:21]([CH3:27])[N:22]=[C:23]([CH2:24][CH2:25][CH3:26])[N:16]2[N:15]=1)[CH3:2]. (4) Given the reactants [CH3:1][O:2][C:3]1[CH:4]=[C:5]([CH:31]=[CH:32][C:33]=1[O:34][CH3:35])[CH2:6][CH:7]1[C:16]2[C:11](=[C:12]([OH:19])[CH:13]=[CH:14][C:15]=2[O:17][CH3:18])[CH2:10][CH2:9][N:8]1[CH2:20][C:21]([NH:23][CH2:24][C:25]1[CH:30]=[CH:29][CH:28]=[CH:27][N:26]=1)=[O:22].Br[CH2:37][CH2:38][F:39], predict the reaction product. The product is: [CH3:1][O:2][C:3]1[CH:4]=[C:5]([CH:31]=[CH:32][C:33]=1[O:34][CH3:35])[CH2:6][CH:7]1[C:16]2[C:11](=[C:12]([O:19][CH2:37][CH2:38][F:39])[CH:13]=[CH:14][C:15]=2[O:17][CH3:18])[CH2:10][CH2:9][N:8]1[CH2:20][C:21]([NH:23][CH2:24][C:25]1[CH:30]=[CH:29][CH:28]=[CH:27][N:26]=1)=[O:22]. (5) The product is: [ClH:41].[O:38]1[CH2:37][CH2:36][N:35]([C:24]2[N:23]=[C:22]([NH:21][C:18]3[CH:19]=[CH:20][C:15]([CH2:14][N:11]4[CH2:10][CH2:9][NH:8][CH2:13][CH2:12]4)=[CH:16][CH:17]=3)[C:27]3[C:28](=[O:29])[NH:44][N:43]=[CH:33][C:26]=3[N:25]=2)[CH2:40][CH2:39]1. Given the reactants C(OC([N:8]1[CH2:13][CH2:12][N:11]([CH2:14][C:15]2[CH:20]=[CH:19][C:18]([NH:21][C:22]3[C:27]([C:28](OCC)=[O:29])=[C:26]([CH:33]=O)[N:25]=[C:24]([N:35]4[CH2:40][CH2:39][O:38][CH2:37][CH2:36]4)[N:23]=3)=[CH:17][CH:16]=2)[CH2:10][CH2:9]1)=O)(C)(C)C.[ClH:41].Cl.[NH2:43][NH2:44], predict the reaction product. (6) Given the reactants [OH-].[Li+].C[O:4][C:5](=[O:33])[CH2:6][S:7][C:8]1[N:12]([CH2:13][CH2:14][CH2:15][CH2:16][CH2:17][CH2:18][CH2:19][CH2:20][CH2:21][CH2:22][CH2:23][CH2:24][CH2:25][CH2:26][CH2:27][CH3:28])[C:11]2[CH:29]=[CH:30][CH:31]=[CH:32][C:10]=2[N:9]=1, predict the reaction product. The product is: [CH2:13]([N:12]1[C:11]2[CH:29]=[CH:30][CH:31]=[CH:32][C:10]=2[N:9]=[C:8]1[S:7][CH2:6][C:5]([OH:33])=[O:4])[CH2:14][CH2:15][CH2:16][CH2:17][CH2:18][CH2:19][CH2:20][CH2:21][CH2:22][CH2:23][CH2:24][CH2:25][CH2:26][CH2:27][CH3:28]. (7) Given the reactants [NH2:1][C:2]1[C:3]([NH:9][C@H:10]2[C@@H:14]3[O:15][C:16]([CH3:19])([CH3:18])[O:17][C@@H:13]3[C@@H:12]([CH2:20][N:21]([CH3:36])[CH2:22][CH2:23][CH2:24][N:25]3[C:33](=[O:34])[C:32]4[C:27](=[CH:28][CH:29]=[CH:30][CH:31]=4)[C:26]3=[O:35])[CH2:11]2)=[N:4][CH:5]=[N:6][C:7]=1[Cl:8].[CH:37]([O-])([O-])OCC, predict the reaction product. The product is: [Cl:8][C:7]1[N:6]=[CH:5][N:4]=[C:3]2[C:2]=1[N:1]=[CH:37][N:9]2[C@H:10]1[C@@H:14]2[O:15][C:16]([CH3:18])([CH3:19])[O:17][C@@H:13]2[C@@H:12]([CH2:20][N:21]([CH3:36])[CH2:22][CH2:23][CH2:24][N:25]2[C:26](=[O:35])[C:27]3[C:32](=[CH:31][CH:30]=[CH:29][CH:28]=3)[C:33]2=[O:34])[CH2:11]1. (8) The product is: [N:1]1[CH:6]=[CH:5][CH:4]=[C:3]([O:7][CH2:8][CH:9]2[CH2:14][N:13]([C:15]([O:17][C:18]([CH3:21])([CH3:19])[CH3:20])=[O:16])[CH2:12][CH2:11][N:10]2[C:22]([O:24][CH:25]2[CH2:30][CH2:29][NH:28][CH2:27][CH2:26]2)=[O:23])[CH:2]=1. Given the reactants [N:1]1[CH:6]=[CH:5][CH:4]=[C:3]([O:7][CH2:8][CH:9]2[CH2:14][N:13]([C:15]([O:17][C:18]([CH3:21])([CH3:20])[CH3:19])=[O:16])[CH2:12][CH2:11][N:10]2[C:22]([O:24][CH:25]2[CH2:30][CH2:29][N:28](C(OCC3C=CC=CC=3)=O)[CH2:27][CH2:26]2)=[O:23])[CH:2]=1.C([O-])=O.[NH4+], predict the reaction product. (9) The product is: [CH:1]1([NH:6][C:7]2[N:12]=[C:11]([CH2:13][CH2:14][O:15][C:16]3[CH:38]=[CH:37][C:19]([CH2:20][C@@H:21]([C:33]([OH:35])=[O:34])[NH:22][C:23]([C:25]4[C:26]([Cl:32])=[CH:27][CH:28]=[CH:29][C:30]=4[Cl:31])=[O:24])=[CH:18][CH:17]=3)[CH:10]=[CH:9][CH:8]=2)[CH2:2][CH2:3][CH2:4][CH2:5]1. Given the reactants [CH:1]1([NH:6][C:7]2[N:12]=[C:11]([CH2:13][CH2:14][O:15][C:16]3[CH:38]=[CH:37][C:19]([CH2:20][C@@H:21]([C:33]([O:35]C)=[O:34])[NH:22][C:23]([C:25]4[C:30]([Cl:31])=[CH:29][CH:28]=[CH:27][C:26]=4[Cl:32])=[O:24])=[CH:18][CH:17]=3)[CH:10]=[CH:9][CH:8]=2)[CH2:5][CH2:4][CH2:3][CH2:2]1.[Li+].[OH-], predict the reaction product.